This data is from Forward reaction prediction with 1.9M reactions from USPTO patents (1976-2016). The task is: Predict the product of the given reaction. (1) Given the reactants Br[CH2:2][CH2:3][O:4][C:5]1[CH:6]=[CH:7][C:8]([C:21]2[NH:30][C:29](=[O:31])[C:28]3[C:23](=[CH:24][C:25]([O:32][CH3:33])=[CH:26][CH:27]=3)[N:22]=2)=[N:9][C:10]=1[C:11]1[CH:16]=[CH:15][C:14]([S:17]([CH3:20])(=[O:19])=[O:18])=[CH:13][CH:12]=1.[CH:34]([NH2:37])([CH3:36])[CH3:35], predict the reaction product. The product is: [CH:34]([NH:37][CH2:2][CH2:3][O:4][C:5]1[CH:6]=[CH:7][C:8]([C:21]2[NH:30][C:29](=[O:31])[C:28]3[C:23](=[CH:24][C:25]([O:32][CH3:33])=[CH:26][CH:27]=3)[N:22]=2)=[N:9][C:10]=1[C:11]1[CH:16]=[CH:15][C:14]([S:17]([CH3:20])(=[O:19])=[O:18])=[CH:13][CH:12]=1)([CH3:36])[CH3:35]. (2) Given the reactants C[Al](C)C.[CH3:5][C:6]1[CH:7]=[CH:8][C:9]([NH2:12])=[N:10][CH:11]=1.[Cl:13][C:14]1[CH:19]=[CH:18][CH:17]=[CH:16][C:15]=1[N:20]1[C:24]2=[N:25][CH:26]=[N:27][C:28]([O:29][C@H:30]3[CH2:34][CH2:33][N:32]([S:35]([CH3:38])(=[O:37])=[O:36])[C:31]3=[O:39])=[C:23]2[CH:22]=[N:21]1, predict the reaction product. The product is: [Cl:13][C:14]1[CH:19]=[CH:18][CH:17]=[CH:16][C:15]=1[N:20]1[C:24]2=[N:25][CH:26]=[N:27][C:28]([O:29][C@@H:30]([CH2:34][CH2:33][NH:32][S:35]([CH3:38])(=[O:37])=[O:36])[C:31]([NH:12][C:9]3[CH:8]=[CH:7][C:6]([CH3:5])=[CH:11][N:10]=3)=[O:39])=[C:23]2[CH:22]=[N:21]1. (3) The product is: [C:30]([O:34][C:35](=[O:53])[CH2:36][CH2:37][C@H:38]([NH:42][C:43]([O:45][CH2:46][C:47]1[CH:52]=[CH:51][CH:50]=[CH:49][CH:48]=1)=[O:44])/[CH:39]=[CH:40]/[O:41][CH3:4])([CH3:33])([CH3:31])[CH3:32]. Given the reactants S(N=[N+]=[N-])([C:4]1C=CC(C)=CC=1)(=O)=O.C(=O)([O-])[O-].[K+].[K+].O=C(C)CP(=O)(OC)OC.[C:30]([O:34][C:35](=[O:53])[CH2:36][CH2:37][C@H:38]([NH:42][C:43]([O:45][CH2:46][C:47]1[CH:52]=[CH:51][CH:50]=[CH:49][CH:48]=1)=[O:44])[CH2:39][CH:40]=[O:41])([CH3:33])([CH3:32])[CH3:31], predict the reaction product. (4) Given the reactants C([O:5][C:6](=[O:42])[CH2:7][O:8][C:9]1[CH:14]=[CH:13][C:12]([CH2:15][CH:16]2[S:20][C:19](=[O:21])[N:18](C(C3C=CC=CC=3)(C3C=CC=CC=3)C3C=CC=CC=3)[C:17]2=[O:41])=[CH:11][CH:10]=1)(C)(C)C.O.C1(C)C=CC(S(O)(=O)=O)=CC=1.C(OCC)(=O)C, predict the reaction product. The product is: [O:21]=[C:19]1[NH:18][C:17](=[O:41])[CH:16]([CH2:15][C:12]2[CH:13]=[CH:14][C:9]([O:8][CH2:7][C:6]([OH:42])=[O:5])=[CH:10][CH:11]=2)[S:20]1. (5) Given the reactants [N+:1]([C:4]1[CH:5]=[C:6]([O:18][C:19]([F:22])([F:21])[F:20])[CH:7]=[C:8]2[C:12]=1[NH:11][C:10]([C:13]([O:15][CH2:16][CH3:17])=[O:14])=[CH:9]2)([O-:3])=[O:2].[H-].[Na+].CN(C)C=O.[CH3:30][O:31][CH2:32]Cl, predict the reaction product. The product is: [CH3:30][O:31][CH2:32][N:11]1[C:12]2[C:8](=[CH:7][C:6]([O:18][C:19]([F:22])([F:20])[F:21])=[CH:5][C:4]=2[N+:1]([O-:3])=[O:2])[CH:9]=[C:10]1[C:13]([O:15][CH2:16][CH3:17])=[O:14]. (6) Given the reactants Cl.Cl.[Cl:3][C:4]1[CH:9]=[CH:8][C:7]([C:10]2[S:18][C:17]3[C:16](=[O:19])[N:15]([CH2:20][CH2:21][C:22]4[CH:27]=[CH:26][C:25](CNC)=[CH:24][CH:23]=4)[CH:14]=[N:13][C:12]=3[CH:11]=2)=[CH:6][CH:5]=1.[CH3:31][N:32]([CH3:36])[C:33](Cl)=[S:34].[CH2:37]([N:39](CC)[CH2:40]C)C.CN(C)C=O, predict the reaction product. The product is: [Cl:3][C:4]1[CH:9]=[CH:8][C:7]([C:10]2[S:18][C:17]3[C:16](=[O:19])[N:15]([CH2:20][CH2:21][C:22]4[CH:23]=[CH:24][C:25]([CH2:31][N:32]([CH3:36])[C:33]([N:39]([CH3:40])[CH3:37])=[S:34])=[CH:26][CH:27]=4)[CH:14]=[N:13][C:12]=3[CH:11]=2)=[CH:6][CH:5]=1. (7) Given the reactants C([N:8]1[CH2:11][CH:10]([C:12]([OH:14])=O)[CH2:9]1)(OC(C)(C)C)=O.F[P-](F)(F)(F)(F)F.N1(OC(N(C)C)=[N+](C)C)C2[N:27]=[CH:28][CH:29]=[CH:30]C=2N=N1.C1(N)CC1.C(N(CC)C(C)C)(C)C.[ClH:52], predict the reaction product. The product is: [Cl-:52].[CH:28]1([NH:27][C:12]([CH:10]2[CH2:9][NH2+:8][CH2:11]2)=[O:14])[CH2:30][CH2:29]1. (8) The product is: [C:1]([N:5]1[CH2:10][CH2:9][N:8]([C:11]2[C:16]([F:17])=[CH:15][C:14]([F:18])=[CH:13][C:12]=2[CH:19]2[N:23]([CH2:24][CH2:25][C:26]([CH3:28])([CH3:27])[CH3:29])[C:22](=[O:30])[C@H:21]([CH2:31][C:32](=[O:33])[N:50]3[CH2:51][CH2:52][CH:53]([N:56]4[C:64]5[CH:63]=[CH:62][CH:61]=[CH:35][C:36]=5[NH:58][C:57]4=[O:65])[CH2:54][CH2:55]3)[S:20]2)[CH2:7][CH2:6]1)([CH3:4])([CH3:3])[CH3:2]. Given the reactants [C:1]([N:5]1[CH2:10][CH2:9][N:8]([C:11]2[C:16]([F:17])=[CH:15][C:14]([F:18])=[CH:13][C:12]=2[CH:19]2[N:23]([CH2:24][CH2:25][C:26]([CH3:29])([CH3:28])[CH3:27])[C:22](=[O:30])[C@H:21]([CH2:31][C:32](O)=[O:33])[S:20]2)[CH2:7][CH2:6]1)([CH3:4])([CH3:3])[CH3:2].[CH2:35](Cl)[CH2:36]Cl.CCN(C(C)C)C(C)C.Cl.Cl.[NH:50]1[CH2:55][CH2:54][CH:53]([N:56]2[C:64]3C(=N[CH:61]=[CH:62][CH:63]=3)[NH:58][C:57]2=[O:65])[CH2:52][CH2:51]1, predict the reaction product. (9) Given the reactants [F:1][C:2]1[CH:7]=[C:6](B2OC(C)(C)C(C)(C)O2)[CH:5]=[CH:4][C:3]=1[C:17]1[N:18]=[CH:19][C:20]([NH2:23])=[N:21][CH:22]=1.Br[C:25]1[CH:30]=[CH:29][CH:28]=[CH:27][C:26]=1[S:31]([CH:34]1[CH2:38][CH2:37][CH2:36][CH2:35]1)(=[O:33])=[O:32], predict the reaction product. The product is: [CH:34]1([S:31]([C:26]2[CH:27]=[CH:28][CH:29]=[CH:30][C:25]=2[C:6]2[CH:5]=[CH:4][C:3]([C:17]3[N:18]=[CH:19][C:20]([NH2:23])=[N:21][CH:22]=3)=[C:2]([F:1])[CH:7]=2)(=[O:32])=[O:33])[CH2:38][CH2:37][CH2:36][CH2:35]1. (10) Given the reactants Br[C:2]1[C:8]([CH:9]([F:11])[F:10])=[CH:7][C:5]([NH2:6])=[C:4]([F:12])[CH:3]=1.[CH3:13][N:14]1[CH:18]=[C:17](B2OC(C)(C)C(C)(C)O2)[CH:16]=[N:15]1.C([O-])([O-])=O.[Na+].[Na+], predict the reaction product. The product is: [F:10][CH:9]([F:11])[C:8]1[C:2]([C:17]2[CH:16]=[N:15][N:14]([CH3:13])[CH:18]=2)=[CH:3][C:4]([F:12])=[C:5]([CH:7]=1)[NH2:6].